The task is: Predict the product of the given reaction.. This data is from Forward reaction prediction with 1.9M reactions from USPTO patents (1976-2016). (1) Given the reactants [NH2:1][C:2]1[CH:10]=[C:6]([C:7]([OH:9])=[O:8])[C:5]([OH:11])=[CH:4][CH:3]=1.C([O-])([O-])=O.[K+].[K+].[CH:18]1([C:24](Cl)=[O:25])[CH2:23][CH2:22][CH2:21][CH2:20][CH2:19]1, predict the reaction product. The product is: [CH:18]1([C:24]([NH:1][C:2]2[CH:10]=[C:6]([C:7]([OH:9])=[O:8])[C:5]([OH:11])=[CH:4][CH:3]=2)=[O:25])[CH2:23][CH2:22][CH2:21][CH2:20][CH2:19]1. (2) The product is: [CH2:37]([C:33]1[CH:34]=[C:35]([CH3:36])[C:30]([N:27]2[CH2:26][CH2:25][N:24]([C:22]([C:11]3[CH:12]=[CH:13][C:14]([N:16]4[CH2:20][CH2:19][CH2:18][C:17]4=[O:21])=[CH:15][C:10]=3[C:9]([N:8]3[CH2:40][CH2:50][CH2:49][CH2:48]3)=[O:39])=[O:23])[CH2:29][CH2:28]2)=[N:31][CH:32]=1)[CH3:38]. Given the reactants C(OC([N:8]([C:40](OC(C)(C)C)=O)[C:9](=[O:39])[C:10]1[CH:15]=[C:14]([N:16]2[CH2:20][CH2:19][CH2:18][C:17]2=[O:21])[CH:13]=[CH:12][C:11]=1[C:22]([N:24]1[CH2:29][CH2:28][N:27]([C:30]2[C:35]([CH3:36])=[CH:34][C:33]([CH2:37][CH3:38])=[CH:32][N:31]=2)[CH2:26][CH2:25]1)=[O:23])=O)(C)(C)C.N1C[CH2:50][CH2:49][CH2:48]1, predict the reaction product. (3) The product is: [N+:1]([C:4]1[CH:10]=[C:9]([S:11][C:12]#[N:13])[CH:8]=[CH:7][C:5]=1[NH2:6])([O-:3])=[O:2]. Given the reactants [N+:1]([C:4]1[CH:10]=[CH:9][CH:8]=[CH:7][C:5]=1[NH2:6])([O-:3])=[O:2].[S-:11][C:12]#[N:13].[NH4+], predict the reaction product. (4) Given the reactants [CH3:1][C:2]1([CH3:26])[CH2:11][CH2:10][CH:9]([OH:12])[C:8]2[CH:7]=[C:6]([N:13]=NC3C=CC(C(OCC)=O)=CC=3)[CH:5]=[CH:4][C:3]1=2, predict the reaction product. The product is: [CH3:1][C:2]1([CH3:26])[C:3]2[C:8](=[CH:7][C:6]([NH2:13])=[CH:5][CH:4]=2)[C:9](=[O:12])[CH2:10][CH2:11]1. (5) Given the reactants S(=O)(=O)(O)O.[Cl:6][C:7]1[CH:8]=[C:9]([CH:11]=[CH:12][C:13]=1[C:14]([F:17])([F:16])[F:15])N.N([O-])=[O:19].[Na+], predict the reaction product. The product is: [Cl:6][C:7]1[CH:8]=[C:9]([OH:19])[CH:11]=[CH:12][C:13]=1[C:14]([F:17])([F:16])[F:15]. (6) Given the reactants C[N:2]([CH:4]=[C:5]1[C:11](=O)[C:10]2[CH:13]=[CH:14][C:15]([N:17]3[CH2:21][C@H:20]([CH2:22][NH:23][C:24](=[O:26])[CH3:25])[O:19][C:18]3=[O:27])=[CH:16][C:9]=2[CH2:8][CH2:7][S:6]1)C.O.[NH2:29]N, predict the reaction product. The product is: [NH:29]1[C:11]2[C:10]3[CH:13]=[CH:14][C:15]([N:17]4[CH2:21][C@H:20]([CH2:22][NH:23][C:24](=[O:26])[CH3:25])[O:19][C:18]4=[O:27])=[CH:16][C:9]=3[CH2:8][CH2:7][S:6][C:5]=2[CH:4]=[N:2]1. (7) Given the reactants [CH3:1][C:2]1([CH3:36])[CH2:7][NH:6][CH2:5][CH2:4][N:3]1[CH2:8][C:9]1[N:10]([CH3:35])[C:11]2[C:16]([N:17]=1)=[C:15]([N:18]1[CH2:23][CH2:22][O:21][CH2:20][CH2:19]1)[N:14]=[C:13]([N:24]1[C:28]3[CH:29]=[CH:30][CH:31]=[CH:32][C:27]=3[N:26]=[C:25]1[CH2:33][CH3:34])[N:12]=2.[C:37](O)(=[O:41])[C@H:38]([CH3:40])[OH:39].CN(C(ON1N=NC2C=CC=NC1=2)=[N+](C)C)C.F[P-](F)(F)(F)(F)F.CCN(C(C)C)C(C)C, predict the reaction product. The product is: [CH2:33]([C:25]1[N:24]([C:13]2[N:12]=[C:11]3[C:16]([N:17]=[C:9]([CH2:8][N:3]4[CH2:4][CH2:5][N:6]([C:37](=[O:41])[C@@H:38]([OH:39])[CH3:40])[CH2:7][C:2]4([CH3:1])[CH3:36])[N:10]3[CH3:35])=[C:15]([N:18]3[CH2:23][CH2:22][O:21][CH2:20][CH2:19]3)[N:14]=2)[C:28]2[CH:29]=[CH:30][CH:31]=[CH:32][C:27]=2[N:26]=1)[CH3:34]. (8) Given the reactants Br[C:2]1[CH:3]=[CH:4][C:5]2[O:6][CH2:7][CH2:8][N:9]([S:12]([C:15]3[CH:16]=[C:17]([CH3:21])[CH:18]=[CH:19][CH:20]=3)(=[O:14])=[O:13])[C:10]=2[N:11]=1.C(=[NH:35])(C1C=CC=CC=1)C1C=CC=CC=1.CC(C)([O-])C.[Na+].CC1(C)C2C(=C(P(C3C=CC=CC=3)C3C=CC=CC=3)C=CC=2)OC2C(P(C3C=CC=CC=3)C3C=CC=CC=3)=CC=CC1=2, predict the reaction product. The product is: [C:17]1([CH3:21])[CH:18]=[CH:19][CH:20]=[C:15]([S:12]([N:9]2[CH2:8][CH2:7][O:6][C:5]3[CH:4]=[CH:3][C:2]([NH2:35])=[N:11][C:10]2=3)(=[O:14])=[O:13])[CH:16]=1.